This data is from Reaction yield outcomes from USPTO patents with 853,638 reactions. The task is: Predict the reaction yield, written as a fraction of the theoretical maximum amount of product (1.0 means a 100% yield; for example, 0.34 means a 34% yield). The reactants are [NH2:1][C:2]1[CH:3]=[C:4]2[C:20](=[O:21])[NH:19][N:18]=[CH:17][C:6]3=[C:7]([C:11]4[CH:16]=[CH:15][CH:14]=[CH:13][CH:12]=4)[NH:8][C:9]([CH:10]=1)=[C:5]23.[C:22](O)(=[O:26])[CH2:23][CH2:24][CH3:25].C(N(CC)CC)C.F[P-](F)(F)(F)(F)F.N1(OC(N(C)C)=[N+](C)C)C2N=CC=CC=2N=N1. The catalyst is C(Cl)Cl.CN(C)C=O.CO.CCCCCC. The product is [O:21]=[C:20]1[C:4]2[C:5]3[C:6](=[C:7]([C:11]4[CH:12]=[CH:13][CH:14]=[CH:15][CH:16]=4)[NH:8][C:9]=3[CH:10]=[C:2]([NH:1][C:22](=[O:26])[CH2:23][CH2:24][CH3:25])[CH:3]=2)[CH:17]=[N:18][NH:19]1. The yield is 0.500.